The task is: Predict which catalyst facilitates the given reaction.. This data is from Catalyst prediction with 721,799 reactions and 888 catalyst types from USPTO. (1) Reactant: [CH2:1]([N:3]([CH2:18][CH3:19])[CH2:4][CH2:5][NH:6][C:7]([C:9]1[C:13]([CH3:14])=[C:12]([CH:15]=O)[NH:11][C:10]=1[CH3:17])=[O:8])[CH3:2].[F:20][C:21]1[CH:22]=[C:23]2[C:27](=[CH:28][CH:29]=1)[NH:26][C:25](=[O:30])[CH2:24]2.N1CCCC1. Product: [CH3:2][CH2:1][N:3]([CH2:4][CH2:5][NH:6][C:7]([C:9]1[C:13]([CH3:14])=[C:12](/[CH:15]=[C:24]2/[C:23]3[CH:22]=[C:21]([F:20])[CH:29]=[CH:28][C:27]=3[NH:26][C:25]/2=[O:30])[NH:11][C:10]=1[CH3:17])=[O:8])[CH2:18][CH3:19]. The catalyst class is: 8. (2) Reactant: [Br:1][C:2]1[CH:3]=[C:4]([CH:7]=[CH:8][C:9]=1[OH:10])[CH:5]=[O:6].C(=O)([O-])[O-].[K+].[K+].Cl[CH2:18][O:19][CH2:20]Cl. Product: [Br:1][C:2]1[CH:3]=[C:4]([CH:7]=[CH:8][C:9]=1[O:10][CH2:18][O:19][CH3:20])[CH:5]=[O:6]. The catalyst class is: 21. (3) Product: [F:27][C:26]1[C:11]2[C:12]([C:22](=[O:25])[NH:23][CH3:24])=[C:13]([C:15]3[CH:20]=[CH:19][C:18]([F:21])=[CH:17][CH:16]=3)[O:14][C:10]=2[CH:9]=[CH:8][C:7]=1[C:39]1[CH:40]=[C:41]([CH:45]=[CH:46][C:47]=1[O:48][CH3:49])[C:42]([OH:44])=[O:43]. Reactant: FC(F)(F)S(O[C:7]1[CH:8]=[CH:9][C:10]2[O:14][C:13]([C:15]3[CH:20]=[CH:19][C:18]([F:21])=[CH:17][CH:16]=3)=[C:12]([C:22](=[O:25])[NH:23][CH3:24])[C:11]=2[C:26]=1[F:27])(=O)=O.O1CCOCC1.B([C:39]1[CH:40]=[C:41]([CH:45]=[CH:46][C:47]=1[O:48][CH3:49])[C:42]([OH:44])=[O:43])(O)O.C(=O)([O-])[O-].[Cs+].[Cs+]. The catalyst class is: 103. (4) Reactant: [Cl:1][C:2]1[CH:7]=[CH:6][C:5]([N:8]=[C:9]=[O:10])=[CH:4][CH:3]=1.[OH2:11].[OH-:12].[Na+]. Product: [CH2:4]([CH:5]([NH:8][C:9]([NH:8][C:5]1[CH:6]=[CH:7][C:2]([Cl:1])=[CH:3][CH:4]=1)=[O:10])[C:6]([OH:12])=[O:11])[C:3]#[C:2][CH3:7]. The catalyst class is: 12. (5) Reactant: [NH2:1][CH:2]1[C:8](=[O:9])[N:7](CC2C=CC(OC)=CC=2)[C:6]2[CH:19]=[CH:20][CH:21]=[CH:22][C:5]=2[C:4]2[CH:23]=[CH:24][CH:25]=[CH:26][C:3]1=2.FC(F)(F)C(O)=O.FC(F)(F)S(O)(=O)=O.C([O-])(O)=O.[Na+]. Product: [NH2:1][CH:2]1[C:8](=[O:9])[NH:7][C:6]2[CH:19]=[CH:20][CH:21]=[CH:22][C:5]=2[C:4]2[CH:23]=[CH:24][CH:25]=[CH:26][C:3]1=2. The catalyst class is: 4. (6) Reactant: [N:1](/[C:4](=[CH:9]/[C:10]1[CH:15]=[CH:14][C:13]([NH:16][C:17]([O:19][C:20]([CH3:23])([CH3:22])[CH3:21])=[O:18])=[CH:12][CH:11]=1)/[C:5]([O:7][CH3:8])=[O:6])=[N+]=[N-]. Product: [C:20]([O:19][C:17]([NH:16][C:13]1[CH:14]=[C:15]2[C:10]([CH:9]=[C:4]([C:5]([O:7][CH3:8])=[O:6])[NH:1]2)=[CH:11][CH:12]=1)=[O:18])([CH3:23])([CH3:22])[CH3:21]. The catalyst class is: 11. (7) Reactant: Cl[C:2]([O:4][CH2:5][C:6]1[CH:11]=[CH:10][CH:9]=[CH:8][CH:7]=1)=[O:3].[NH2:12][CH:13]1[CH2:16][CH:15]([CH2:17][O:18][C:19](=[O:26])[C:20]2[CH:25]=[CH:24][CH:23]=[CH:22][CH:21]=2)[CH2:14]1.C(N(C(C)C)CC)(C)C. Product: [CH2:5]([O:4][C:2]([NH:12][C@@H:13]1[CH2:16][C@H:15]([CH2:17][O:18][C:19](=[O:26])[C:20]2[CH:21]=[CH:22][CH:23]=[CH:24][CH:25]=2)[CH2:14]1)=[O:3])[C:6]1[CH:11]=[CH:10][CH:9]=[CH:8][CH:7]=1. The catalyst class is: 2.